From a dataset of Catalyst prediction with 721,799 reactions and 888 catalyst types from USPTO. Predict which catalyst facilitates the given reaction. (1) Reactant: C(Cl)C[Cl:3].C1C=CC2N(O)N=NC=2C=1.C(N(CC)CC)C.[Br:22][C:23]1[C:31]2[S:30][C:29]([C:32]([OH:34])=O)=[CH:28][C:27]=2[CH:26]=[CH:25][CH:24]=1.Cl.Cl.[NH2:37][C@H:38]1[CH:43]2[CH2:44][CH2:45][N:40]([CH2:41][CH2:42]2)[CH2:39]1.C(=O)(O)[O-].[Na+]. Product: [ClH:3].[N:40]12[CH2:45][CH2:44][CH:43]([CH2:42][CH2:41]1)[C@H:38]([NH:37][C:32]([C:29]1[S:30][C:31]3[C:23]([Br:22])=[CH:24][CH:25]=[CH:26][C:27]=3[CH:28]=1)=[O:34])[CH2:39]2. The catalyst class is: 39. (2) Reactant: [Br:1][C:2]1[CH:3]=[CH:4][C:5](O)=[C:6]([C:8]2[CH:17]=[CH:16][C:15]3[C:10](=[CH:11][CH:12]=[C:13]([C:18]4[N:22]([CH:23]5[CH2:28][CH2:27][CH2:26][CH2:25][CH2:24]5)[C:21]5[CH:29]=[CH:30][C:31]([C:33]([OH:35])=[O:34])=[CH:32][C:20]=5[N:19]=4)[CH:14]=3)[N:9]=2)[CH:7]=1.BrC1C=C(C(=O)C)C=CC=1.[OH-].[K+]. The catalyst class is: 8. Product: [Br:1][C:2]1[CH:7]=[C:6]([C:8]2[CH:17]=[CH:16][C:15]3[C:10](=[CH:11][CH:12]=[C:13]([C:18]4[N:22]([CH:23]5[CH2:24][CH2:25][CH2:26][CH2:27][CH2:28]5)[C:21]5[CH:29]=[CH:30][C:31]([C:33]([OH:35])=[O:34])=[CH:32][C:20]=5[N:19]=4)[CH:14]=3)[N:9]=2)[CH:5]=[CH:4][CH:3]=1. (3) The catalyst class is: 45. Product: [ClH:22].[CH3:1][N:2]1[C:7]([CH3:8])=[CH:6][C:5](=[O:9])[C:4]([OH:10])=[C:3]1[CH:18]([O:19][CH2:20][CH3:21])[CH3:23]. Reactant: [CH3:1][N:2]1[C:7]([CH3:8])=[CH:6][C:5](=[O:9])[C:4]([O:10]CC2C=CC=CC=2)=[C:3]1[CH2:18][O:19][CH2:20][CH3:21].[ClH:22].[CH2:23](O)C. (4) Reactant: Br[C:2]1[CH:11]=[C:10]2[C:5]([CH:6]=[CH:7][C:8]([C@H:12]([NH:14][C:15]([C@@H:17]3[CH2:22][CH2:21][CH2:20][N:19]([C:23](=[O:34])[C@@H:24]([NH:26][C:27](=[O:33])[C@@H:28]([OH:32])[CH:29]([CH3:31])[CH3:30])[CH3:25])[NH:18]3)=[O:16])[CH3:13])=[N:9]2)=[CH:4][CH:3]=1.[CH:35]([C:37]1([C:43]([OH:45])=[O:44])[CH2:42][CH2:41][CH2:40][O:39][CH2:38]1)=[CH2:36].C1(C)C=CC=CC=1P(C1C=CC=CC=1C)C1C=CC=CC=1C.C(N(CC)CC)C. Product: [OH:32][C@@H:28]([CH:29]([CH3:31])[CH3:30])[C:27]([NH:26][C@@H:24]([CH3:25])[C:23]([N:19]1[CH2:20][CH2:21][CH2:22][C@@H:17]([C:15]([NH:14][C@@H:12]([C:8]2[CH:7]=[CH:6][C:5]3[C:10](=[CH:11][C:2](/[CH:36]=[CH:35]/[C:37]4([C:43]([OH:45])=[O:44])[CH2:42][CH2:41][CH2:40][O:39][CH2:38]4)=[CH:3][CH:4]=3)[N:9]=2)[CH3:13])=[O:16])[NH:18]1)=[O:34])=[O:33]. The catalyst class is: 62. (5) Reactant: [H-].[Na+].Cl[CH2:4][CH2:5][S:6](Cl)(=[O:8])=[O:7].[CH3:10][CH:11]([C:14]1[CH:28]=[CH:27][C:17]([O:18][CH2:19][C:20]2[C:21]([NH2:26])=[N:22][CH:23]=[CH:24][CH:25]=2)=[CH:16][CH:15]=1)[CH2:12][CH3:13]. Product: [CH3:10][CH:11]([C:14]1[CH:28]=[CH:27][C:17]([O:18][CH2:19][C:20]2[C:21]3=[N:26][S:6](=[O:8])(=[O:7])[CH2:5][CH2:4][N:22]3[CH:23]=[CH:24][CH:25]=2)=[CH:16][CH:15]=1)[CH2:12][CH3:13]. The catalyst class is: 1. (6) Reactant: [F:1][C:2]([F:27])([F:26])[C:3]1[CH:4]=[C:5]([CH:13]2[CH2:18][CH2:17][CH2:16][N:15]([CH2:19][C@H:20]([OH:25])[C:21]([F:24])([F:23])[F:22])[CH2:14]2)[CH:6]=[C:7]([C:9]([F:12])([F:11])[F:10])[CH:8]=1.[Cl:28][C:29]1[CH:34]=[CH:33][C:32]([N:35]=[C:36]=[O:37])=[CH:31][CH:30]=1. Product: [F:27][C:2]([F:26])([F:1])[C:3]1[CH:4]=[C:5]([C@H:13]2[CH2:18][CH2:17][CH2:16][N:15]([CH2:19][C@H:20]([O:25][C:36](=[O:37])[NH:35][C:32]3[CH:33]=[CH:34][C:29]([Cl:28])=[CH:30][CH:31]=3)[C:21]([F:24])([F:23])[F:22])[CH2:14]2)[CH:6]=[C:7]([C:9]([F:10])([F:11])[F:12])[CH:8]=1. The catalyst class is: 10. (7) Reactant: C(OC([N:8]1[CH2:13][CH2:12][CH:11]([C:14]2[S:15][CH:16]=[C:17]([C:19]([N:21]3[C@@H:30]4[C@@H:25]([CH2:26][CH2:27][CH2:28][CH2:29]4)[CH2:24][CH2:23][CH2:22]3)=[O:20])[CH:18]=2)[CH2:10][CH2:9]1)=O)(C)(C)C.C(O)(C(F)(F)F)=O. Product: [N:21]1([C:19]([C:17]2[CH:18]=[C:14]([CH:11]3[CH2:10][CH2:9][NH:8][CH2:13][CH2:12]3)[S:15][CH:16]=2)=[O:20])[C@@H:30]2[C@@H:25]([CH2:26][CH2:27][CH2:28][CH2:29]2)[CH2:24][CH2:23][CH2:22]1. The catalyst class is: 2. (8) Reactant: CN(C(O[N:9]1N=N[C:11]2[CH:12]=[CH:13][CH:14]=[N:15][C:10]1=2)=[N+](C)C)C.F[P-](F)(F)(F)(F)F.[C:25]([O:29][C:30]([N:32]1[CH2:37][CH2:36][C:35]([C:41]#[N:42])([C:38](O)=[O:39])[CH2:34][CH2:33]1)=[O:31])([CH3:28])([CH3:27])[CH3:26].CCN(C(C)C)C(C)C.NC1C=CC=CN=1. Product: [C:41]([C:35]1([C:38](=[O:39])[NH:9][C:10]2[CH:11]=[CH:12][CH:13]=[CH:14][N:15]=2)[CH2:36][CH2:37][N:32]([C:30]([O:29][C:25]([CH3:26])([CH3:27])[CH3:28])=[O:31])[CH2:33][CH2:34]1)#[N:42]. The catalyst class is: 474. (9) Reactant: [N:1]1[CH:6]=[CH:5][C:4]([C:7]2[N:8]=[N:9][C:10]([C:13]([O:15]CC)=[O:14])=[CH:11][N:12]=2)=[CH:3][CH:2]=1.[OH-].[Na+]. Product: [N:1]1[CH:6]=[CH:5][C:4]([C:7]2[N:8]=[N:9][C:10]([C:13]([OH:15])=[O:14])=[CH:11][N:12]=2)=[CH:3][CH:2]=1. The catalyst class is: 83. (10) Reactant: [NH2:1][C:2]1[CH:11]=[CH:10][CH:9]=[C:8]2[C:3]=1[CH:4]=[CH:5][N:6]([C@H:13]([CH3:20])[C:14]([NH:16][CH:17]1[CH2:19][CH2:18]1)=[O:15])[C:7]2=[O:12].[C:21]12([CH2:31][C:32](O)=[O:33])[CH2:30][CH:25]3[CH2:26][CH:27]([CH2:29][CH:23]([CH2:24]3)[CH2:22]1)[CH2:28]2.C(N(CC)C(C)C)(C)C.CN(C)C=O. Product: [C:21]12([CH2:31][C:32]([NH:1][C:2]3[CH:11]=[CH:10][CH:9]=[C:8]4[C:3]=3[CH:4]=[CH:5][N:6]([C@H:13]([CH3:20])[C:14]([NH:16][CH:17]3[CH2:19][CH2:18]3)=[O:15])[C:7]4=[O:12])=[O:33])[CH2:28][CH:27]3[CH2:26][CH:25]([CH2:24][CH:23]([CH2:29]3)[CH2:22]1)[CH2:30]2. The catalyst class is: 2.